This data is from Peptide-MHC class I binding affinity with 185,985 pairs from IEDB/IMGT. The task is: Regression. Given a peptide amino acid sequence and an MHC pseudo amino acid sequence, predict their binding affinity value. This is MHC class I binding data. (1) The peptide sequence is GHQAAMQML. The MHC is HLA-B35:01 with pseudo-sequence HLA-B35:01. The binding affinity (normalized) is 0. (2) The peptide sequence is IPFAAAQQRG. The MHC is Mamu-A2201 with pseudo-sequence Mamu-A2201. The binding affinity (normalized) is 0.0109. (3) The peptide sequence is AIKILTGFRK. The MHC is HLA-A11:01 with pseudo-sequence HLA-A11:01. The binding affinity (normalized) is 0.309. (4) The peptide sequence is KIGVICSSY. The MHC is HLA-B08:02 with pseudo-sequence HLA-B08:02. The binding affinity (normalized) is 0.0847. (5) The peptide sequence is VMYASALVLL. The MHC is HLA-A02:03 with pseudo-sequence HLA-A02:03. The binding affinity (normalized) is 0.871. (6) The peptide sequence is NHILVELSL. The MHC is HLA-B38:01 with pseudo-sequence HLA-B38:01. The binding affinity (normalized) is 0.536. (7) The peptide sequence is FPISPIETV. The MHC is HLA-B07:02 with pseudo-sequence HLA-B07:02. The binding affinity (normalized) is 0.246. (8) The peptide sequence is YLVSFGVWIR. The MHC is Patr-A0401 with pseudo-sequence Patr-A0401. The binding affinity (normalized) is 0.297.